From a dataset of Full USPTO retrosynthesis dataset with 1.9M reactions from patents (1976-2016). Predict the reactants needed to synthesize the given product. (1) Given the product [F:26][C:27]1[CH:34]=[CH:33][C:30]([CH2:31][NH:32][C:22]([C:11]2[C:10]([OH:9])=[C:15]([OH:16])[N:14]=[C:13]([CH:17]3[CH2:21][CH2:20][CH2:19][NH:18]3)[N:12]=2)=[O:24])=[CH:29][CH:28]=1, predict the reactants needed to synthesize it. The reactants are: C([O:9][C:10]1[C:11]([C:22]([O:24]C)=O)=[N:12][C:13]([CH:17]2[CH2:21][CH2:20][CH2:19][NH:18]2)=[N:14][C:15]=1[OH:16])(=O)C1C=CC=CC=1.[F:26][C:27]1[CH:34]=[CH:33][C:30]([CH2:31][NH2:32])=[CH:29][CH:28]=1. (2) Given the product [CH3:15][C:16]1[C:24]2[C:19](=[CH:20][CH:21]=[C:22]([CH3:25])[CH:23]=2)[NH:18][C:17]=1[C:26]([NH:1][C@@H:2]1[CH2:7][CH2:6][CH2:5][NH:4][CH2:3]1)=[O:27], predict the reactants needed to synthesize it. The reactants are: [NH2:1][C@@H:2]1[CH2:7][CH2:6][CH2:5][N:4](C(OC(C)(C)C)=O)[CH2:3]1.[CH3:15][C:16]1[C:24]2[C:19](=[CH:20][CH:21]=[C:22]([CH3:25])[CH:23]=2)[NH:18][C:17]=1[C:26](O)=[O:27].N.